The task is: Predict the reactants needed to synthesize the given product.. This data is from Full USPTO retrosynthesis dataset with 1.9M reactions from patents (1976-2016). (1) Given the product [N:5]1[CH:6]=[CH:7][CH:8]=[CH:9][C:4]=1[NH:3][C:11]1[S:12][C:13]([C:16]#[N:17])=[CH:14][N:15]=1, predict the reactants needed to synthesize it. The reactants are: [H-].[Na+].[NH2:3][C:4]1[CH:9]=[CH:8][CH:7]=[CH:6][N:5]=1.Cl[C:11]1[S:12][C:13]([C:16]#[N:17])=[CH:14][N:15]=1. (2) Given the product [CH2:1]([N:8]1[CH:12]=[CH:11][N:10]=[C:9]1[CH:13]1[NH:14][C:15]2[C:20]3[C:21](=[N:37][NH:38][C:31](=[O:33])[C:19]=3[CH:18]=[CH:17][CH:16]=2)[CH:22]1[C:23]1[CH:24]=[CH:25][C:26]([F:29])=[CH:27][CH:28]=1)[C:2]1[CH:7]=[CH:6][CH:5]=[CH:4][CH:3]=1, predict the reactants needed to synthesize it. The reactants are: [CH2:1]([N:8]1[CH:12]=[CH:11][N:10]=[C:9]1[CH:13]1[CH:22]([C:23]2[CH:28]=[CH:27][C:26]([F:29])=[CH:25][CH:24]=2)[C:21](=O)[C:20]2[C:19]([C:31]([O:33]CC)=O)=[CH:18][CH:17]=[CH:16][C:15]=2[NH:14]1)[C:2]1[CH:7]=[CH:6][CH:5]=[CH:4][CH:3]=1.O.[NH2:37][NH2:38].